Dataset: Catalyst prediction with 721,799 reactions and 888 catalyst types from USPTO. Task: Predict which catalyst facilitates the given reaction. (1) Reactant: O1C[CH2:5][N:4]([C:7]2[CH:12]=[CH:11][C:10]([NH:13][C:14]([C:16]3[CH:17]=[C:18]([CH:26]=[CH:27][CH:28]=3)[CH2:19][S:20][CH2:21][CH2:22][C:23]([OH:25])=[O:24])=[O:15])=[C:9]([C:29]3[CH:34]=[C:33]([C:35](=[O:48])[NH:36][CH2:37][C:38]4[CH:43]=[CH:42][CH:41]=[C:40]([C:44]([F:47])([F:46])[F:45])[CH:39]=4)[CH:32]=[CH:31][N:30]=3)[CH:8]=2)[CH2:3][CH2:2]1.[CH3:49][O:50][CH:51]1CCNC[CH2:52]1. Product: [CH3:49][O:50][CH:51]1[CH2:52][CH2:5][N:4]([C:7]2[CH:12]=[CH:11][C:10]([NH:13][C:14]([C:16]3[CH:17]=[C:18]([CH:26]=[CH:27][CH:28]=3)[CH2:19][S:20][CH2:21][CH2:22][C:23]([OH:25])=[O:24])=[O:15])=[C:9]([C:29]3[CH:34]=[C:33]([C:35](=[O:48])[NH:36][CH2:37][C:38]4[CH:43]=[CH:42][CH:41]=[C:40]([C:44]([F:45])([F:46])[F:47])[CH:39]=4)[CH:32]=[CH:31][N:30]=3)[CH:8]=2)[CH2:3][CH2:2]1. The catalyst class is: 66. (2) Reactant: Br[C:2]1[N:7]=[C:6]([N:8]2[CH2:13][CH2:12][N:11]([C:14]([O:16][C:17]([CH3:20])([CH3:19])[CH3:18])=[O:15])[CH2:10][CH2:9]2)[CH:5]=[CH:4][CH:3]=1.[C:21]1(OB(O)O)[CH:26]=[CH:25][CH:24]=[CH:23][CH:22]=1.C(=O)([O-])[O-].[Na+].[Na+]. Product: [C:21]1([C:2]2[N:7]=[C:6]([N:8]3[CH2:13][CH2:12][N:11]([C:14]([O:16][C:17]([CH3:20])([CH3:19])[CH3:18])=[O:15])[CH2:10][CH2:9]3)[CH:5]=[CH:4][CH:3]=2)[CH:26]=[CH:25][CH:24]=[CH:23][CH:22]=1. The catalyst class is: 149. (3) Reactant: C(OC([N:8]1[CH2:13][CH2:12][C:11]([F:31])([C:14]2[S:15][C:16]([CH2:19][O:20][C:21]3[CH:26]=[CH:25][C:24]([S:27]([CH3:30])(=[O:29])=[O:28])=[CH:23][CH:22]=3)=[CH:17][N:18]=2)[CH2:10][CH2:9]1)=O)(C)(C)C.[ClH:32]. Product: [ClH:32].[F:31][C:11]1([C:14]2[S:15][C:16]([CH2:19][O:20][C:21]3[CH:26]=[CH:25][C:24]([S:27]([CH3:30])(=[O:29])=[O:28])=[CH:23][CH:22]=3)=[CH:17][N:18]=2)[CH2:10][CH2:9][NH:8][CH2:13][CH2:12]1. The catalyst class is: 71.